Dataset: Forward reaction prediction with 1.9M reactions from USPTO patents (1976-2016). Task: Predict the product of the given reaction. Given the reactants [CH3:1][O:2][C:3]1[CH:17]=[C:16]([O:18][CH3:19])[CH:15]=[CH:14][C:4]=1[CH2:5][N:6]1[C@@H:10]([C:11]#[CH:12])[CH2:9][CH2:8][C:7]1=[O:13].Cl.N[C@@H](C(OC)=O)CCC(OC)=O.Br[C:34]1[N:39]=[C:38]([O:40][CH3:41])[C:37]([Cl:42])=[CH:36][CH:35]=1.O, predict the reaction product. The product is: [Cl:42][C:37]1[CH:36]=[CH:35][C:34]([C:12]#[C:11][C@@H:10]2[N:6]([CH2:5][C:4]3[CH:14]=[CH:15][C:16]([O:18][CH3:19])=[CH:17][C:3]=3[O:2][CH3:1])[C:7](=[O:13])[CH2:8][CH2:9]2)=[N:39][C:38]=1[O:40][CH3:41].